This data is from Full USPTO retrosynthesis dataset with 1.9M reactions from patents (1976-2016). The task is: Predict the reactants needed to synthesize the given product. (1) Given the product [Br:20][C:3]1[C:2]([CH3:1])=[C:10]([CH2:11][N:12]2[CH2:18][CH2:17][CH2:16][O:15][CH2:14][CH2:13]2)[N:9]2[C:4]=1[C:5]([NH2:19])=[N:6][CH:7]=[N:8]2, predict the reactants needed to synthesize it. The reactants are: [CH3:1][C:2]1[CH:3]=[C:4]2[N:9]([C:10]=1[CH2:11][N:12]1[CH2:18][CH2:17][CH2:16][O:15][CH2:14][CH2:13]1)[N:8]=[CH:7][N:6]=[C:5]2[NH2:19].[Br:20]N1C(C)(C)C(=O)N(Br)C1=O. (2) The reactants are: Cl[C:2]([O:4][CH2:5][CH3:6])=[O:3].[C:7]1(=[O:17])[NH:11][C:10](=[O:12])[CH:9]2[CH2:13][CH:14]=[CH:15][CH2:16][CH:8]12.C(N(CC)CC)C.CO. Given the product [CH2:5]([O:4][C:2]([N:11]1[C:10](=[O:12])[CH:9]2[CH2:13][CH:14]=[CH:15][CH2:16][CH:8]2[C:7]1=[O:17])=[O:3])[CH3:6], predict the reactants needed to synthesize it. (3) Given the product [C:18](=[O:19])([O:20][CH:21]([Cl:23])[CH3:22])[O:10][CH2:9][CH2:8][CH:7]([CH3:11])[C@@H:6]([O:12][N+:13]([O-:15])=[O:14])[C@H:4]([O:3][N+:1]([O-:16])=[O:2])[CH3:5], predict the reactants needed to synthesize it. The reactants are: [N+:1]([O-:16])([O:3][C@@H:4]([C@H:6]([O:12][N+:13]([O-:15])=[O:14])[CH:7]([CH3:11])[CH2:8][CH2:9][OH:10])[CH3:5])=[O:2].Cl[C:18]([O:20][CH:21]([Cl:23])[CH3:22])=[O:19].N1C=CC=CC=1. (4) Given the product [CH3:18][O:17][C:14]1[CH:15]=[CH:16][C:11]([C:10](=[O:22])[C:9]([C:6]2[CH:5]=[CH:4][C:3]([O:2][CH3:1])=[CH:8][CH:7]=2)=[O:19])=[CH:12][CH:13]=1, predict the reactants needed to synthesize it. The reactants are: [CH3:1][O:2][C:3]1[CH:8]=[CH:7][C:6]([C:9](=[O:19])[CH2:10][C:11]2[CH:16]=[CH:15][C:14]([O:17][CH3:18])=[CH:13][CH:12]=2)=[CH:5][CH:4]=1.CS(C)=[O:22].